Task: Predict the reactants needed to synthesize the given product.. Dataset: Full USPTO retrosynthesis dataset with 1.9M reactions from patents (1976-2016) (1) Given the product [CH2:17]([O:1][C:2]1[C:3]([NH:12][C:13](=[O:15])[CH3:14])=[CH:4][C:5]2[C:10]([CH:11]=1)=[CH:9][CH:8]=[CH:7][CH:6]=2)[CH2:18][CH3:19], predict the reactants needed to synthesize it. The reactants are: [OH:1][C:2]1[C:3]([NH:12][C:13](=[O:15])[CH3:14])=[CH:4][C:5]2[C:10]([CH:11]=1)=[CH:9][CH:8]=[CH:7][CH:6]=2.I[CH2:17][CH2:18][CH3:19].C(=O)([O-])[O-].[K+].[K+]. (2) Given the product [CH3:32][N:26]1[C:23]2[C:24](=[O:25])[N:19]([CH2:18][CH2:17][CH2:16][O:15][C:12]3[CH:13]=[CH:14][C:9]([O:8][C:5]([CH3:6])([CH3:7])[C:4]([OH:34])=[O:3])=[CH:10][CH:11]=3)[C:20]([CH3:33])=[N:21][C:22]=2[C:28]([CH2:29][CH2:30][CH3:31])=[N:27]1, predict the reactants needed to synthesize it. The reactants are: C([O:3][C:4](=[O:34])[C:5]([O:8][C:9]1[CH:14]=[CH:13][C:12]([O:15][CH2:16][CH2:17][CH2:18][N:19]2[C:24](=[O:25])[C:23]3[N:26]([CH3:32])[N:27]=[C:28]([CH2:29][CH2:30][CH3:31])[C:22]=3[N:21]=[C:20]2[CH3:33])=[CH:11][CH:10]=1)([CH3:7])[CH3:6])C.C(=O)([O-])[O-].[Na+].[Na+]. (3) Given the product [CH2:1]([OH:12])[CH:2]([OH:11])[CH:3]1[O:10][13C:8](=[O:9])[C:6](=[O:7])[C:4]1=[O:5].[OH:5][C:4]1[C@@H:3]([C@@H:2]([OH:11])[CH2:1][OH:12])[O:10][C:15](=[O:16])[C:6]=1[OH:7], predict the reactants needed to synthesize it. The reactants are: [CH2:1]([OH:12])[CH:2]([OH:11])[CH:3]1[O:10][13C:8](=[O:9])[C:6](=[O:7])[C:4]1=[O:5].[Na].C[C:15](N(C)C)=[O:16]. (4) Given the product [CH:1]1([CH2:4][NH:5][C:6]2[C:7]([NH2:14])=[CH:8][CH:9]=[C:10]([O:19][CH3:17])[CH:11]=2)[CH2:2][CH2:3]1, predict the reactants needed to synthesize it. The reactants are: [CH:1]1([CH2:4][NH:5][C:6]2[CH:11]=[CH:10][C:9](OC)=[CH:8][C:7]=2[N+:14]([O-])=O)[CH2:3][CH2:2]1.[CH2:17]([OH:19])C.